From a dataset of Forward reaction prediction with 1.9M reactions from USPTO patents (1976-2016). Predict the product of the given reaction. (1) Given the reactants [CH2:1]([C@@H:8]1[CH2:13][N:12]([CH2:14][C:15]2[CH:20]=[CH:19][CH:18]=[CH:17][CH:16]=2)[CH2:11][CH2:10][N:9]1[C:21]([C:23]1[CH:27]=[CH:26][N:25]([CH2:28][C:29]([O:31]C(C)(C)C)=[O:30])[C:24]=1[C:36]1[CH:41]=[CH:40][CH:39]=[CH:38][CH:37]=1)=[O:22])[C:2]1[CH:7]=[CH:6][CH:5]=[CH:4][CH:3]=1.C(OCC)(=O)C.[ClH:48], predict the reaction product. The product is: [ClH:48].[CH2:1]([C@@H:8]1[CH2:13][N:12]([CH2:14][C:15]2[CH:16]=[CH:17][CH:18]=[CH:19][CH:20]=2)[CH2:11][CH2:10][N:9]1[C:21]([C:23]1[CH:27]=[CH:26][N:25]([CH2:28][C:29]([OH:31])=[O:30])[C:24]=1[C:36]1[CH:41]=[CH:40][CH:39]=[CH:38][CH:37]=1)=[O:22])[C:2]1[CH:7]=[CH:6][CH:5]=[CH:4][CH:3]=1. (2) Given the reactants [OH:1][C:2]1[C:7]([CH3:8])=[CH:6][C:5]([C:9]2[C:10]([C:27]([O:29][CH2:30][CH3:31])=[O:28])=[C:11]3[C:20]4[C:15](=[CH:16][C:17]([O:23][CH3:24])=[C:18]([O:21]C)[CH:19]=4)[CH2:14][CH2:13][N:12]3[C:25]=2[CH3:26])=[CH:4][C:3]=1[CH3:32].Cl.N1C=CC=CC=1, predict the reaction product. The product is: [CH3:24][O:23][C:17]1[CH:16]=[C:15]2[C:20](=[CH:19][C:18]=1[OH:21])[C:11]1=[C:10]([C:27]([O:29][CH2:30][CH3:31])=[O:28])[C:9]([C:5]3[CH:6]=[C:7]([CH3:8])[C:2]([OH:1])=[C:3]([CH3:32])[CH:4]=3)=[C:25]([CH3:26])[N:12]1[CH2:13][CH2:14]2.